Dataset: Catalyst prediction with 721,799 reactions and 888 catalyst types from USPTO. Task: Predict which catalyst facilitates the given reaction. Reactant: [OH:1][CH2:2][CH2:3][C:4]1[CH:9]=[CH:8][C:7]([OH:10])=[CH:6][CH:5]=1.C(=O)([O-])[O-].[K+].[K+].[Br:17][CH2:18][CH2:19]Br. Product: [Br:17][CH2:18][CH2:19][O:10][C:7]1[CH:8]=[CH:9][C:4]([CH2:3][CH2:2][OH:1])=[CH:5][CH:6]=1. The catalyst class is: 9.